Predict which catalyst facilitates the given reaction. From a dataset of Catalyst prediction with 721,799 reactions and 888 catalyst types from USPTO. Reactant: [CH3:1][Si:2]([CH3:15])([CH3:14])[CH2:3][CH2:4][O:5][CH2:6][N:7]1[CH:11]=[CH:10][N:9]=[C:8]1[CH:12]=O.[CH3:16][O:17][C:18]1[CH:23]=[CH:22][C:21]([CH2:24][NH2:25])=[CH:20][CH:19]=1.C(O[BH-](O[C:36](=[O:38])[CH3:37])OC(=O)C)(=O)C.[Na+].[OH-].[Na+]. Product: [CH3:16][O:17][C:18]1[CH:23]=[CH:22][C:21]([CH2:24][N:25]([CH2:12][C:8]2[N:7]([CH2:6][O:38][CH2:36][CH2:37][Si:2]([CH3:1])([CH3:14])[CH3:3])[CH:11]=[CH:10][N:9]=2)[CH2:12][C:8]2[N:7]([CH2:6][O:5][CH2:4][CH2:3][Si:2]([CH3:15])([CH3:14])[CH3:1])[CH:11]=[CH:10][N:9]=2)=[CH:20][CH:19]=1. The catalyst class is: 4.